Binary Classification. Given a miRNA mature sequence and a target amino acid sequence, predict their likelihood of interaction. From a dataset of Experimentally validated miRNA-target interactions with 360,000+ pairs, plus equal number of negative samples. The miRNA is hsa-miR-2277-3p with sequence UGACAGCGCCCUGCCUGGCUC. The protein sequence of the target gene is MGRRKSKRKPPPKKKMTGTLETQFTCPFCNHEKSCDVKMDRARNTGVISCTVCLEEFQTPITYLSEPVDVYSDWIDACEAANQ. Result: 1 (interaction).